From a dataset of Reaction yield outcomes from USPTO patents with 853,638 reactions. Predict the reaction yield, written as a fraction of the theoretical maximum amount of product (1.0 means a 100% yield; for example, 0.34 means a 34% yield). The product is [CH2:1]([C:3]1[CH:4]=[CH:5][C:6]([CH:9]([OH:17])[CH2:10][O:20][C:21]2[CH:28]=[CH:27][C:24]([CH:25]=[O:26])=[CH:23][CH:22]=2)=[N:7][CH:8]=1)[CH3:2]. The catalyst is C(O)(C)(C)C. The yield is 0.790. The reactants are [CH2:1]([C:3]1[CH:4]=[CH:5][C:6]([CH:9]=[CH2:10])=[N:7][CH:8]=1)[CH3:2].BrN1C(=[O:17])CCC1=O.[K].[OH:20][C:21]1[CH:28]=[CH:27][C:24]([CH:25]=[O:26])=[CH:23][CH:22]=1.